This data is from Catalyst prediction with 721,799 reactions and 888 catalyst types from USPTO. The task is: Predict which catalyst facilitates the given reaction. (1) Reactant: [Br:1][C:2]1[CH:3]=[C:4]2[C:8](=[CH:9][CH:10]=1)[NH:7][N:6]=[C:5]2[CH3:11].[C:12]([O:16][C:17](O[C:17]([O:16][C:12]([CH3:15])([CH3:14])[CH3:13])=[O:18])=[O:18])([CH3:15])([CH3:14])[CH3:13]. Product: [C:12]([O:16][C:17]([N:7]1[C:8]2[C:4](=[CH:3][C:2]([Br:1])=[CH:10][CH:9]=2)[C:5]([CH3:11])=[N:6]1)=[O:18])([CH3:15])([CH3:14])[CH3:13]. The catalyst class is: 649. (2) Reactant: [C:1]12[C:7](=[CH:8][CH:9]=[CH:10][CH:11]=1)[NH:6]C(=O)[O:4][C:2]2=O.[CH:13]1([C:16]2[CH:22]=[CH:21][C:19]([NH2:20])=[CH:18][CH:17]=2)[CH2:15][CH2:14]1. Product: [NH2:6][C:7]1[CH:8]=[CH:9][CH:10]=[CH:11][C:1]=1[C:2]([NH:20][C:19]1[CH:21]=[CH:22][C:16]([CH:13]2[CH2:15][CH2:14]2)=[CH:17][CH:18]=1)=[O:4]. The catalyst class is: 3. (3) Reactant: [CH:1]1([C@H:4]2[C@H:13]([CH3:14])[C@@H:12]([NH:15][C:16](=[O:25])[O:17][CH2:18][C:19]3[CH:24]=[CH:23][CH:22]=[CH:21][CH:20]=3)[C:11]3[C:6](=[CH:7][C:8]([O:26][CH3:27])=[CH:9][CH:10]=3)[NH:5]2)[CH2:3][CH2:2]1.C1([C@H]2[C@H](C)[C@@H](NC(=O)[O:44][CH2:45][C:46]3C=CC=CC=3)C3C(=CC(F)=CC=3)N2)CC1.N1C=CC=CC=1.C(Cl)(=O)C.C(=O)(O)[O-].[Na+]. Product: [C:45]([N:5]1[C:6]2[C:11](=[CH:10][CH:9]=[C:8]([O:26][CH3:27])[CH:7]=2)[C@H:12]([NH:15][C:16](=[O:25])[O:17][CH2:18][C:19]2[CH:24]=[CH:23][CH:22]=[CH:21][CH:20]=2)[C@@H:13]([CH3:14])[C@@H:4]1[CH:1]1[CH2:3][CH2:2]1)(=[O:44])[CH3:46]. The catalyst class is: 4. (4) Reactant: C[O:2][C:3](=O)[CH2:4][CH:5]1[CH2:8][N:7]([C:9]([O:11][C:12]([CH3:15])([CH3:14])[CH3:13])=[O:10])[CH2:6]1.[NH2:17][NH2:18].O. Product: [NH:17]([C:3](=[O:2])[CH2:4][CH:5]1[CH2:8][N:7]([C:9]([O:11][C:12]([CH3:15])([CH3:14])[CH3:13])=[O:10])[CH2:6]1)[NH2:18]. The catalyst class is: 5. (5) Reactant: [C:1]([O:6]CC)(=[O:5])[CH:2]([CH3:4])[CH3:3].[Li+].C[Si]([N-][Si](C)(C)C)(C)C.[Br:19][C:20]1[CH:27]=[CH:26][C:23]([CH2:24]Br)=[CH:22][CH:21]=1. Product: [Br:19][C:20]1[CH:27]=[CH:26][C:23]([CH2:24][C:2]([CH3:3])([CH3:4])[C:1]([OH:6])=[O:5])=[CH:22][CH:21]=1. The catalyst class is: 295. (6) Reactant: C[O:2][C:3](=[O:34])[CH2:4][C:5]1[C:14]([CH3:15])=[C:13]([CH:16]2[CH2:21][CH2:20][N:19]([C:22](=[O:32])[NH:23][C:24]3[CH:29]=[CH:28][C:27]([Cl:30])=[CH:26][C:25]=3[Cl:31])[CH2:18][CH2:17]2)[C:12]2[C:7](=[CH:8][CH:9]=[C:10]([F:33])[CH:11]=2)[CH:6]=1.O.[OH-].[Li+]. Product: [Cl:31][C:25]1[CH:26]=[C:27]([Cl:30])[CH:28]=[CH:29][C:24]=1[NH:23][C:22]([N:19]1[CH2:18][CH2:17][CH:16]([C:13]2[C:12]3[C:7](=[CH:8][CH:9]=[C:10]([F:33])[CH:11]=3)[CH:6]=[C:5]([CH2:4][C:3]([OH:34])=[O:2])[C:14]=2[CH3:15])[CH2:21][CH2:20]1)=[O:32]. The catalyst class is: 20. (7) Reactant: [C:1](N1C=CN=C1)([N:3]1C=CN=C1)=O.[CH3:13][C:14]([O:17][C:18]([N:20]1[CH2:26][CH2:25][C:24]2[CH:27]=[CH:28][C:29]([O:31][C:32]3[N:33]=[CH:34][C:35]([C:38]([OH:40])=O)=[N:36][CH:37]=3)=[CH:30][C:23]=2[CH2:22][CH2:21]1)=[O:19])([CH3:16])[CH3:15].CN. Product: [CH3:1][NH:3][C:38]([C:35]1[N:36]=[CH:37][C:32]([O:31][C:29]2[CH:28]=[CH:27][C:24]3[CH2:25][CH2:26][N:20]([C:18]([O:17][C:14]([CH3:13])([CH3:16])[CH3:15])=[O:19])[CH2:21][CH2:22][C:23]=3[CH:30]=2)=[N:33][CH:34]=1)=[O:40]. The catalyst class is: 4. (8) Reactant: [Cl-].[Al+3].[Cl-].[Cl-].[N-:5]=[N+:6]=[N-:7].[Na+].[Cl:9][C:10]1[CH:15]=[CH:14][CH:13]=[C:12]([N:16]=[C:17]=[O:18])[C:11]=1[CH3:19].N([O-])=O.[Na+].Cl. Product: [CH3:19][C:11]1[C:10]([Cl:9])=[CH:15][CH:14]=[CH:13][C:12]=1[N:16]1[C:17](=[O:18])[NH:7][N:6]=[N:5]1. The catalyst class is: 132. (9) Product: [C:1]([O:5][C:6]([N:8]1[CH2:9][CH:10]=[C:11]([C:14]2[CH:22]=[CH:21][CH:20]=[C:19]3[C:15]=2[CH:16]=[CH:17][NH:18]3)[CH2:12][CH2:13]1)=[O:7])([CH3:4])([CH3:2])[CH3:3]. The catalyst class is: 17. Reactant: [C:1]([O:5][C:6]([N:8]1[CH2:13][CH2:12][C:11](O)([C:14]2[CH:22]=[CH:21][CH:20]=[C:19]3[C:15]=2[CH:16]=[CH:17][NH:18]3)[CH2:10][CH2:9]1)=[O:7])([CH3:4])([CH3:3])[CH3:2].P(Cl)(Cl)(Cl)=O. (10) The catalyst class is: 40. Product: [C:1]([S:3][C@@H:11]1[CH2:15][N:14]([CH3:16])[C@H:13]([C:17]([O:19][CH3:20])=[O:18])[CH2:12]1)(=[O:4])[CH3:2]. Reactant: [C:1]([O-:4])(=[S:3])[CH3:2].[K+].CS(O[C@H:11]1[CH2:15][N:14]([CH3:16])[C@H:13]([C:17]([O:19][CH3:20])=[O:18])[CH2:12]1)(=O)=O.C(OCC)(=O)C.[Cl-].[Na+].